This data is from Catalyst prediction with 721,799 reactions and 888 catalyst types from USPTO. The task is: Predict which catalyst facilitates the given reaction. (1) Reactant: [C:1]([C:3]1[CH:4]=[C:5]([CH:31]([CH3:33])[CH3:32])[C:6]2[O:10][C:9]([C:11]3[CH:29]=[CH:28][C:14]([C:15]([NH:17][CH2:18][C@H:19]4[CH2:24][CH2:23][C@H:22]([CH2:25][CH2:26][OH:27])[CH2:21][CH2:20]4)=[O:16])=[CH:13][CH:12]=3)=[N:8][C:7]=2[CH:30]=1)#[N:2].N(C(N1CCCCC1)=O)=NC(N1CCCCC1)=O.C(P(CCCC)CCCC)CCC.[CH3:65][C:66](O)([C:71]([F:74])([F:73])[F:72])[C:67]([F:70])([F:69])[F:68]. Product: [C:1]([C:3]1[CH:4]=[C:5]([CH:31]([CH3:33])[CH3:32])[C:6]2[O:10][C:9]([C:11]3[CH:29]=[CH:28][C:14]([C:15]([NH:17][CH2:18][C@H:19]4[CH2:20][CH2:21][C@H:22]([CH2:25][CH2:26][O:27][C:66]([CH3:65])([C:71]([F:74])([F:73])[F:72])[C:67]([F:70])([F:69])[F:68])[CH2:23][CH2:24]4)=[O:16])=[CH:13][CH:12]=3)=[N:8][C:7]=2[CH:30]=1)#[N:2]. The catalyst class is: 359. (2) Reactant: [NH2:1][C:2]1[C:7]([C:8]#[C:9][C:10]2[CH:15]=[CH:14][C:13]([O:16][C:17]([F:20])([F:19])[F:18])=[CH:12][CH:11]=2)=[CH:6][C:5]([C:21]([CH3:28])([CH3:27])[C:22]([O:24][CH2:25][CH3:26])=[O:23])=[CH:4][C:3]=1[Br:29].CC(C)([O-])C.[K+]. Product: [Br:29][C:3]1[CH:4]=[C:5]([C:21]([CH3:28])([CH3:27])[C:22]([O:24][CH2:25][CH3:26])=[O:23])[CH:6]=[C:7]2[C:2]=1[NH:1][C:9]([C:10]1[CH:11]=[CH:12][C:13]([O:16][C:17]([F:18])([F:19])[F:20])=[CH:14][CH:15]=1)=[CH:8]2. The catalyst class is: 60. (3) Reactant: [Br:1][C:2]1[CH:7]=[C:6]([Br:8])[CH:5]=[CH:4][C:3]=1[OH:9].[CH3:10][CH:11]([Si:13](Cl)([CH:17]([CH3:19])[CH3:18])[CH:14]([CH3:16])[CH3:15])[CH3:12].N1C=CN=C1. Product: [Br:1][C:2]1[CH:7]=[C:6]([Br:8])[CH:5]=[CH:4][C:3]=1[O:9][Si:13]([CH:17]([CH3:19])[CH3:18])([CH:14]([CH3:16])[CH3:15])[CH:11]([CH3:12])[CH3:10]. The catalyst class is: 2. (4) Reactant: [NH2:1][C:2]1[N:3]([CH3:21])[C:4](=[O:20])[C:5]([O:12][CH2:13][C:14]2[CH:19]=[CH:18][CH:17]=[CH:16][CH:15]=2)=[C:6]([C:8]([NH:10][CH3:11])=[O:9])[N:7]=1.CN(C=O)C.CC(C)([O-])C.[K+].[Cl:33][C:34]1[CH:39]=[CH:38][C:37]([CH2:40][S:41](Cl)(=[O:43])=[O:42])=[CH:36][CH:35]=1. Product: [CH3:11][NH:10][C:8]([C:6]1[N:7]=[C:2]([NH:1][S:41]([CH2:40][C:37]2[CH:38]=[CH:39][C:34]([Cl:33])=[CH:35][CH:36]=2)(=[O:42])=[O:43])[N:3]([CH3:21])[C:4](=[O:20])[C:5]=1[O:12][CH2:13][C:14]1[CH:19]=[CH:18][CH:17]=[CH:16][CH:15]=1)=[O:9]. The catalyst class is: 49. (5) Reactant: [CH3:1][N:2]([CH3:27])[CH2:3][CH2:4][N:5]1[C:9]2[N:10]=[C:11]([C:20]3[CH:26]=[CH:25][C:23]([NH2:24])=[CH:22][CH:21]=3)[N:12]=[C:13]([N:14]3[CH2:19][CH2:18][O:17][CH2:16][CH2:15]3)[C:8]=2[CH:7]=[CH:6]1.CCN(CC)CC.ClC(Cl)(O[C:39](=[O:45])OC(Cl)(Cl)Cl)Cl.[NH2:47][C:48]1[CH:49]=[N:50][CH:51]=[CH:52][CH:53]=1. Product: [CH3:1][N:2]([CH3:27])[CH2:3][CH2:4][N:5]1[C:9]2[N:10]=[C:11]([C:20]3[CH:26]=[CH:25][C:23]([NH:24][C:39]([NH:47][C:48]4[CH:49]=[N:50][CH:51]=[CH:52][CH:53]=4)=[O:45])=[CH:22][CH:21]=3)[N:12]=[C:13]([N:14]3[CH2:15][CH2:16][O:17][CH2:18][CH2:19]3)[C:8]=2[CH:7]=[CH:6]1. The catalyst class is: 22.